From a dataset of Reaction yield outcomes from USPTO patents with 853,638 reactions. Predict the reaction yield, written as a fraction of the theoretical maximum amount of product (1.0 means a 100% yield; for example, 0.34 means a 34% yield). (1) The reactants are C[Si](C)(C)[C:3]#[C:4][C:5]#[C:6][CH2:7][CH2:8]/[CH:9]=[CH:10]/[CH:11]=[CH:12]/[C:13]([O:15]C)=[O:14].[OH-].[Na+]. The product is [C:13]([OH:15])(=[O:14])/[CH:12]=[CH:11]/[CH:10]=[CH:9]/[CH2:8][CH2:7][C:6]#[C:5][C:4]#[CH:3]. The yield is 0.930. The catalyst is CCOC(C)=O. (2) The reactants are [NH:1]1[CH:5]=[CH:4][CH:3]=[N:2]1.[H-].[Na+].[F:8][C:9]1[CH:16]=[CH:15][C:12]([CH2:13]Br)=[CH:11][CH:10]=1. The catalyst is CS(C)=O.C(Cl)Cl. The product is [F:8][C:9]1[CH:16]=[CH:15][C:12]([CH2:13][N:1]2[CH:5]=[CH:4][CH:3]=[N:2]2)=[CH:11][CH:10]=1. The yield is 0.840. (3) The reactants are Cl[C:2]1[NH:3][C:4]([C:12]2[CH:17]=[CH:16][CH:15]=[CH:14][C:13]=2[F:18])=[C:5]([CH3:11])[C:6]=1[C:7]([O:9][CH3:10])=[O:8]. The catalyst is CO.[C].[Pd]. The product is [F:18][C:13]1[CH:14]=[CH:15][CH:16]=[CH:17][C:12]=1[C:4]1[NH:3][CH:2]=[C:6]([C:7]([O:9][CH3:10])=[O:8])[C:5]=1[CH3:11]. The yield is 0.760. (4) The reactants are Br[C:2]1[N:3]=[CH:4][N:5]([C:7]2[CH:12]=[CH:11][C:10]([F:13])=[CH:9][CH:8]=2)[CH:6]=1.CC1(C)C(C)(C)OB([C:22]2[CH:23]=[CH:24][C:25]3[CH2:32][C@H:31]4[C@:33]5([CH2:37][N:36]([CH2:38][C:39]([F:42])([F:41])[F:40])[S:35](=[O:44])(=[O:43])[NH:34]5)[C@H:28]([CH2:29][CH2:30]4)[CH2:27][C:26]=3[CH:45]=2)O1.C(=O)([O-])[O-].[Cs+].[Cs+]. The catalyst is CN(C)C=O.O.C(OCC)(=O)C.C1C=CC([P]([Pd]([P](C2C=CC=CC=2)(C2C=CC=CC=2)C2C=CC=CC=2)([P](C2C=CC=CC=2)(C2C=CC=CC=2)C2C=CC=CC=2)[P](C2C=CC=CC=2)(C2C=CC=CC=2)C2C=CC=CC=2)(C2C=CC=CC=2)C2C=CC=CC=2)=CC=1. The product is [F:13][C:10]1[CH:11]=[CH:12][C:7]([N:5]2[CH:6]=[C:2]([C:22]3[CH:23]=[CH:24][C:25]4[CH2:32][C@H:31]5[C@:33]6([CH2:37][N:36]([CH2:38][C:39]([F:42])([F:41])[F:40])[S:35](=[O:43])(=[O:44])[NH:34]6)[C@H:28]([CH2:29][CH2:30]5)[CH2:27][C:26]=4[CH:45]=3)[N:3]=[CH:4]2)=[CH:8][CH:9]=1. The yield is 0.120. (5) The reactants are [F:1][C:2]1[CH:7]=[CH:6][C:5]([S:8]([C:11]2[N:12]=[C:13]([NH:21][C:22]3[CH:26]=[C:25]([CH3:27])[N:24](C(OC(C)(C)C)=O)[N:23]=3)[C:14]3[C:19]([CH:20]=2)=[CH:18][CH:17]=[CH:16][CH:15]=3)(=[O:10])=[O:9])=[CH:4][CH:3]=1.Cl.O1CCOCC1.C(O)(C(F)(F)F)=O.C(=O)([O-])O.[Na+]. The catalyst is C(Cl)Cl. The product is [F:1][C:2]1[CH:3]=[CH:4][C:5]([S:8]([C:11]2[N:12]=[C:13]([NH:21][C:22]3[CH:26]=[C:25]([CH3:27])[NH:24][N:23]=3)[C:14]3[C:19]([CH:20]=2)=[CH:18][CH:17]=[CH:16][CH:15]=3)(=[O:9])=[O:10])=[CH:6][CH:7]=1. The yield is 0.650. (6) The reactants are C[O:2][C:3]1[C:4]([CH2:14][CH2:15][C:16]2[CH:21]=[CH:20][CH:19]=[CH:18][CH:17]=2)=[C:5]2[C:10](=[CH:11][CH:12]=1)[C:9](=[O:13])[CH2:8][CH2:7][CH2:6]2.[C-]#N.[Na+]. The catalyst is CS(C)=O. The product is [OH:2][C:3]1[C:4]([CH2:14][CH2:15][C:16]2[CH:17]=[CH:18][CH:19]=[CH:20][CH:21]=2)=[C:5]2[C:10](=[CH:11][CH:12]=1)[C:9](=[O:13])[CH2:8][CH2:7][CH2:6]2. The yield is 0.560. (7) The reactants are [Cl:1][C:2]1[CH:3]=[CH:4][C:5]([O:15][CH2:16][C:17]2[CH:22]=[CH:21][C:20]([O:23][CH3:24])=[CH:19][CH:18]=2)=[C:6]([C:8](=O)[CH2:9][CH2:10][C:11](=O)[CH3:12])[CH:7]=1.[CH2:25]([O:27][C:28](=[O:36])[C:29]1[CH:34]=[C:33]([NH2:35])[CH:32]=[N:31][CH:30]=1)[CH3:26]. The catalyst is C1(C)C=CC=CC=1.CCOC(C)=O. The product is [CH2:25]([O:27][C:28](=[O:36])[C:29]1[CH:34]=[C:33]([N:35]2[C:11]([CH3:12])=[CH:10][CH:9]=[C:8]2[C:6]2[CH:7]=[C:2]([Cl:1])[CH:3]=[CH:4][C:5]=2[O:15][CH2:16][C:17]2[CH:22]=[CH:21][C:20]([O:23][CH3:24])=[CH:19][CH:18]=2)[CH:32]=[N:31][CH:30]=1)[CH3:26]. The yield is 0.520. (8) The reactants are [CH3:1][CH:2]1[C:7]([CH3:19])([C:8]2[CH:13]=[CH:12][CH:11]=[C:10]([C:14]3[N:15]=[N:16][NH:17][CH:18]=3)[CH:9]=2)[CH2:6][CH2:5][NH:4][CH2:3]1.Br[CH2:21][CH2:22][CH2:23][CH2:24][CH3:25].C(=O)([O-])O.[Na+]. The catalyst is CN(C)C=O. The product is [CH3:1][CH:2]1[C:7]([CH3:19])([C:8]2[CH:13]=[CH:12][CH:11]=[C:10]([C:14]3[N:15]=[N:16][NH:17][CH:18]=3)[CH:9]=2)[CH2:6][CH2:5][N:4]([CH2:21][CH2:22][CH2:23][CH2:24][CH3:25])[CH2:3]1. The yield is 0.573. (9) The reactants are [F:1][C:2]1[CH:3]=[C:4]2[C:9](=[C:10]([N:12]3[CH2:17][CH2:16][N:15]([CH3:18])[CH2:14][CH2:13]3)[CH:11]=1)[O:8][CH:7]([C:19]([NH:21][C:22]1[CH:27]=[CH:26][C:25](N3C(=O)CN(C)C3=O)=[CH:24][CH:23]=1)=[O:20])[CH2:6][CH2:5]2.[CH3:36][C:37]1[N:41]=[C:40](C2C=CC(N)=CC=2)[O:39][N:38]=1. No catalyst specified. The product is [F:1][C:2]1[CH:3]=[C:4]2[C:9](=[C:10]([N:12]3[CH2:17][CH2:16][N:15]([CH3:18])[CH2:14][CH2:13]3)[CH:11]=1)[O:8][CH:7]([C:19]([NH:21][C:22]1[CH:27]=[CH:26][C:25]([C:40]3[O:39][N:38]=[C:37]([CH3:36])[N:41]=3)=[CH:24][CH:23]=1)=[O:20])[CH2:6][CH2:5]2. The yield is 0.150.